Dataset: Forward reaction prediction with 1.9M reactions from USPTO patents (1976-2016). Task: Predict the product of the given reaction. (1) Given the reactants [Br:1][C:2]1[S:6][C:5]([CH:7]([C:9]2[CH:14]=[CH:13][C:12]([F:15])=[CH:11][CH:10]=2)O)=[CH:4][CH:3]=1.[SiH](CC)(CC)CC.OS(C(F)(F)F)(=O)=O, predict the reaction product. The product is: [Br:1][C:2]1[S:6][C:5]([CH2:7][C:9]2[CH:14]=[CH:13][C:12]([F:15])=[CH:11][CH:10]=2)=[CH:4][CH:3]=1. (2) Given the reactants [Cl:1][C:2]1[C:3]([O:12][C:13]2[CH:18]=[CH:17][CH:16]=[CH:15][C:14]=2[CH3:19])=[N:4][CH:5]=[C:6]([C:8]([F:11])([F:10])[F:9])[CH:7]=1.[Cl:20][S:21](O)(=[O:23])=[O:22].O.[OH-].[Na+], predict the reaction product. The product is: [Cl:1][C:2]1[C:3]([O:12][C:13]2[CH:18]=[CH:17][C:16]([S:21]([Cl:20])(=[O:23])=[O:22])=[CH:15][C:14]=2[CH3:19])=[N:4][CH:5]=[C:6]([C:8]([F:11])([F:9])[F:10])[CH:7]=1. (3) The product is: [CH:43]([NH:42][C:23]([C:19]1[C:18]2=[CH:26][N:15]([CH2:14][C:4]3[CH:5]=[N:6][C:7]([O:8][CH2:9][C:10]([F:11])([F:12])[F:13])=[C:2]([CH3:1])[CH:3]=3)[N:16]=[C:17]2[CH:22]=[CH:21][N:20]=1)=[O:25])([CH3:48])[CH3:44]. Given the reactants [CH3:1][C:2]1[CH:3]=[C:4]([CH2:14][N:15]2[CH:26]=[C:18]3[C:19]([C:23]([OH:25])=O)=[N:20][CH:21]=[CH:22][C:17]3=[N:16]2)[CH:5]=[N:6][C:7]=1[O:8][CH2:9][C:10]([F:13])([F:12])[F:11].C(N(CC)CC)C.CN(C(O[N:42]1N=N[C:44]2C=CC=[CH:48][C:43]1=2)=[N+](C)C)C.F[P-](F)(F)(F)(F)F.C(N)(C)C, predict the reaction product. (4) Given the reactants [C:1]([C:4]1[CH:5]=[C:6]([NH:10][S:11]([CH2:14][CH3:15])(=[O:13])=[O:12])[CH:7]=[CH:8][CH:9]=1)(=[O:3])[CH3:2].CO[CH:18](OC)[N:19]([CH3:21])[CH3:20], predict the reaction product. The product is: [CH3:18][N:19]([CH3:21])[CH:20]=[CH:2][C:1]([C:4]1[CH:5]=[C:6]([NH:10][S:11]([CH2:14][CH3:15])(=[O:12])=[O:13])[CH:7]=[CH:8][CH:9]=1)=[O:3]. (5) Given the reactants [F:1][C:2]([F:23])([F:22])[C:3]1[CH:8]=[CH:7][C:6]([NH:9][NH:10][C:11](=[O:21])[C:12]2[CH:17]=[CH:16][C:15]([N+:18]([O-:20])=[O:19])=[CH:14][CH:13]=2)=[CH:5][CH:4]=1.[C:24](Cl)(Cl)=[O:25].[H][H], predict the reaction product. The product is: [N+:18]([C:15]1[CH:14]=[CH:13][C:12]([C:11]2[O:21][C:24](=[O:25])[N:9]([C:6]3[CH:5]=[CH:4][C:3]([C:2]([F:22])([F:23])[F:1])=[CH:8][CH:7]=3)[N:10]=2)=[CH:17][CH:16]=1)([O-:20])=[O:19].